Task: Predict the product of the given reaction.. Dataset: Forward reaction prediction with 1.9M reactions from USPTO patents (1976-2016) (1) Given the reactants [CH2:1]([NH:8][C:9]([C:11]1[S:15][C:14]([C:16]2[NH:17][N:18]=[CH:19][CH:20]=2)=[N:13][C:12]=1[CH3:21])=[O:10])[C:2]1[CH:7]=[CH:6][CH:5]=[CH:4][CH:3]=1.Br[CH2:23][CH2:24][C:25]1[CH:30]=[CH:29][CH:28]=[CH:27][N:26]=1.C(=O)([O-])[O-].[K+].[K+], predict the reaction product. The product is: [CH2:1]([NH:8][C:9]([C:11]1[S:15][C:14]([C:16]2[CH:20]=[CH:19][N:18]([CH2:23][CH2:24][C:25]3[CH:30]=[CH:29][CH:28]=[CH:27][N:26]=3)[N:17]=2)=[N:13][C:12]=1[CH3:21])=[O:10])[C:2]1[CH:3]=[CH:4][CH:5]=[CH:6][CH:7]=1. (2) Given the reactants [NH:1]1[C:9]2[C:4](=[CH:5][CH:6]=[CH:7][CH:8]=2)[CH:3]=[CH:2]1.[C:10]([O:14][C:15]([N:17]1[CH:22](C)[CH2:21][C:20](=O)[CH2:19][CH:18]1C)=[O:16])([CH3:13])([CH3:12])[CH3:11].[C:26](O[BH-](OC(=O)C)OC(=O)C)(=O)[CH3:27].[Na+].[OH-].[Na+], predict the reaction product. The product is: [C:10]([O:14][C:15]([N:17]1[CH2:18][CH2:19][CH:20]([N:1]2[C:9]3[C:4](=[CH:5][CH:6]=[CH:7][CH:8]=3)[CH:3]=[CH:2]2)[CH:21]([CH2:26][CH3:27])[CH2:22]1)=[O:16])([CH3:11])([CH3:12])[CH3:13]. (3) Given the reactants C([O:8][C:9]1[CH:14]=[CH:13][C:12]([N:15]2[C:19]3=[N:20][CH:21]=[C:22]([O:24][CH2:25][CH:26]([F:28])[F:27])[CH:23]=[C:18]3[N:17]([CH2:29][CH3:30])[C:16]2=[O:31])=[CH:11][CH:10]=1)C1C=CC=CC=1, predict the reaction product. The product is: [F:28][CH:26]([F:27])[CH2:25][O:24][C:22]1[CH:23]=[C:18]2[N:17]([CH2:29][CH3:30])[C:16](=[O:31])[N:15]([C:12]3[CH:11]=[CH:10][C:9]([OH:8])=[CH:14][CH:13]=3)[C:19]2=[N:20][CH:21]=1.